This data is from Experimentally validated miRNA-target interactions with 360,000+ pairs, plus equal number of negative samples. The task is: Binary Classification. Given a miRNA mature sequence and a target amino acid sequence, predict their likelihood of interaction. The miRNA is hsa-miR-6820-5p with sequence UGCGGCAGAGCUGGGGUCA. The protein sequence of the target gene is MPRGFTWLRYLGIFLGVALGNEPLEMWPLTQNEECTVTGFLRDKLQYRSRLQYMKHYFPINYKISVPYEGVFRIANVTRLQRAQVSERELRYLWVLVSLSATESVQDVLLEGHPSWKYLQEVETLLLNVQQGLTDVEVSPKVESVLSLLNAPGPNLKLVRPKALLDNCFRVMELLYCSCCKQSSVLNWQDCEVPSPQSCSPEPSLQYAATQLYPPPPWSPSSPPHSTGSVRPVRAQGEGLLP. Result: 0 (no interaction).